Regression. Given two drug SMILES strings and cell line genomic features, predict the synergy score measuring deviation from expected non-interaction effect. From a dataset of NCI-60 drug combinations with 297,098 pairs across 59 cell lines. (1) Drug 1: CC12CCC3C(C1CCC2=O)CC(=C)C4=CC(=O)C=CC34C. Drug 2: C1=CC(=CC=C1CC(C(=O)O)N)N(CCCl)CCCl.Cl. Cell line: MALME-3M. Synergy scores: CSS=42.9, Synergy_ZIP=-0.670, Synergy_Bliss=4.58, Synergy_Loewe=-4.50, Synergy_HSA=3.60. (2) Drug 2: CC(C)NC(=O)C1=CC=C(C=C1)CNNC.Cl. Drug 1: C1CCN(CC1)CCOC2=CC=C(C=C2)C(=O)C3=C(SC4=C3C=CC(=C4)O)C5=CC=C(C=C5)O. Cell line: SR. Synergy scores: CSS=-9.96, Synergy_ZIP=-2.20, Synergy_Bliss=-14.1, Synergy_Loewe=-15.3, Synergy_HSA=-16.9. (3) Drug 1: C1CC(=O)NC(=O)C1N2CC3=C(C2=O)C=CC=C3N. Drug 2: CC1C(C(CC(O1)OC2CC(CC3=C2C(=C4C(=C3O)C(=O)C5=C(C4=O)C(=CC=C5)OC)O)(C(=O)CO)O)N)O.Cl. Cell line: NCI-H322M. Synergy scores: CSS=32.3, Synergy_ZIP=0.838, Synergy_Bliss=0.161, Synergy_Loewe=-11.3, Synergy_HSA=-0.234. (4) Drug 1: CC1=C(C=C(C=C1)NC(=O)C2=CC=C(C=C2)CN3CCN(CC3)C)NC4=NC=CC(=N4)C5=CN=CC=C5. Drug 2: CCC1(C2=C(COC1=O)C(=O)N3CC4=CC5=C(C=CC(=C5CN(C)C)O)N=C4C3=C2)O.Cl. Cell line: SF-539. Synergy scores: CSS=21.2, Synergy_ZIP=-2.27, Synergy_Bliss=-1.94, Synergy_Loewe=0.879, Synergy_HSA=1.20. (5) Drug 1: CC1=C(C=C(C=C1)NC2=NC=CC(=N2)N(C)C3=CC4=NN(C(=C4C=C3)C)C)S(=O)(=O)N.Cl. Drug 2: CCC1=CC2CC(C3=C(CN(C2)C1)C4=CC=CC=C4N3)(C5=C(C=C6C(=C5)C78CCN9C7C(C=CC9)(C(C(C8N6C)(C(=O)OC)O)OC(=O)C)CC)OC)C(=O)OC.C(C(C(=O)O)O)(C(=O)O)O. Cell line: BT-549. Synergy scores: CSS=54.5, Synergy_ZIP=16.0, Synergy_Bliss=15.2, Synergy_Loewe=-30.8, Synergy_HSA=13.3. (6) Drug 1: C1CCC(CC1)NC(=O)N(CCCl)N=O. Drug 2: CC(C1=C(C=CC(=C1Cl)F)Cl)OC2=C(N=CC(=C2)C3=CN(N=C3)C4CCNCC4)N. Cell line: RPMI-8226. Synergy scores: CSS=30.1, Synergy_ZIP=4.33, Synergy_Bliss=8.43, Synergy_Loewe=0.378, Synergy_HSA=4.17. (7) Drug 1: CNC(=O)C1=NC=CC(=C1)OC2=CC=C(C=C2)NC(=O)NC3=CC(=C(C=C3)Cl)C(F)(F)F. Drug 2: C1=NNC2=C1C(=O)NC=N2. Cell line: COLO 205. Synergy scores: CSS=3.15, Synergy_ZIP=-5.28, Synergy_Bliss=-10.8, Synergy_Loewe=-1.55, Synergy_HSA=-6.39. (8) Drug 1: CN1C2=C(C=C(C=C2)N(CCCl)CCCl)N=C1CCCC(=O)O.Cl. Drug 2: COC1=C2C(=CC3=C1OC=C3)C=CC(=O)O2. Cell line: CCRF-CEM. Synergy scores: CSS=-5.38, Synergy_ZIP=4.58, Synergy_Bliss=5.03, Synergy_Loewe=-7.04, Synergy_HSA=-6.13. (9) Drug 1: CC1=C(C=C(C=C1)NC2=NC=CC(=N2)N(C)C3=CC4=NN(C(=C4C=C3)C)C)S(=O)(=O)N.Cl. Drug 2: CC1OCC2C(O1)C(C(C(O2)OC3C4COC(=O)C4C(C5=CC6=C(C=C35)OCO6)C7=CC(=C(C(=C7)OC)O)OC)O)O. Cell line: HOP-92. Synergy scores: CSS=40.8, Synergy_ZIP=1.67, Synergy_Bliss=0.634, Synergy_Loewe=-13.1, Synergy_HSA=1.87.